Dataset: Full USPTO retrosynthesis dataset with 1.9M reactions from patents (1976-2016). Task: Predict the reactants needed to synthesize the given product. Given the product [Cl:26][C:14]1[CH:15]=[CH:16][C:17]([CH2:19][C:20]([NH:21][CH:22]2[CH2:24][CH2:23]2)=[O:25])=[CH:18][C:13]=1[CH2:12][NH:8][CH:9]1[CH2:11][CH2:10]1, predict the reactants needed to synthesize it. The reactants are: Cl.C(OC(=O)[N:8]([CH2:12][C:13]1[CH:18]=[C:17]([CH2:19][C:20](=[O:25])[NH:21][CH:22]2[CH2:24][CH2:23]2)[CH:16]=[CH:15][C:14]=1[Cl:26])[CH:9]1[CH2:11][CH2:10]1)(C)(C)C.[OH-].[Na+].